This data is from Forward reaction prediction with 1.9M reactions from USPTO patents (1976-2016). The task is: Predict the product of the given reaction. (1) Given the reactants O.[F-].C([N+](C)(C)C)C1C=CC=CC=1.[F:14][C:15]1[CH:16]=[C:17]2[C:21](=[CH:22][CH:23]=1)[N:20]([CH3:24])[C:19]([Si](CC)(CC)CC)=[C:18]2[CH2:32][O:33][CH2:34][CH:35]1[CH2:40][CH2:39][C:38]([C:44]2[CH:49]=[CH:48][CH:47]=[CH:46][CH:45]=2)([N:41]([CH3:43])[CH3:42])[CH2:37][CH2:36]1, predict the reaction product. The product is: [F:14][C:15]1[CH:16]=[C:17]2[C:21](=[CH:22][CH:23]=1)[N:20]([CH3:24])[CH:19]=[C:18]2[CH2:32][O:33][CH2:34][CH:35]1[CH2:36][CH2:37][C:38]([C:44]2[CH:45]=[CH:46][CH:47]=[CH:48][CH:49]=2)([N:41]([CH3:43])[CH3:42])[CH2:39][CH2:40]1. (2) Given the reactants [C:1]([O:5][C:6](=[O:24])[CH2:7][CH:8]1[CH2:13][CH2:12][CH:11]([C:14]2[CH:23]=[CH:22][C:17]([C:18]([O:20]C)=[O:19])=[CH:16][CH:15]=2)[CH2:10][CH2:9]1)([CH3:4])([CH3:3])[CH3:2].C1COCC1.[OH-].[Na+], predict the reaction product. The product is: [C:1]([O:5][C:6](=[O:24])[CH2:7][CH:8]1[CH2:9][CH2:10][CH:11]([C:14]2[CH:15]=[CH:16][C:17]([C:18]([OH:20])=[O:19])=[CH:22][CH:23]=2)[CH2:12][CH2:13]1)([CH3:4])([CH3:2])[CH3:3]. (3) Given the reactants [NH2:1][C:2]1[C:19]([C:20]#[CH:21])=[CH:18][C:5]([C:6]([N:8]=[S@@:9]([CH3:17])(=[O:16])[C:10]2[CH:15]=[CH:14][CH:13]=[CH:12][CH:11]=2)=[O:7])=[CH:4][N:3]=1.I[C:23]1[CH:28]=[CH:27][C:26]([OH:29])=[CH:25][CH:24]=1, predict the reaction product. The product is: [NH2:1][C:2]1[C:19]([C:20]#[C:21][C:23]2[CH:28]=[CH:27][C:26]([OH:29])=[CH:25][CH:24]=2)=[CH:18][C:5]([C:6]([N:8]=[S@@:9]([CH3:17])(=[O:16])[C:10]2[CH:15]=[CH:14][CH:13]=[CH:12][CH:11]=2)=[O:7])=[CH:4][N:3]=1. (4) The product is: [F:20][C:21]1[CH:27]=[CH:26][CH:25]=[CH:24][C:22]=1[NH:23][C:15](=[O:17])[CH2:14][C:9]1[NH:10][C:11](=[O:13])[CH:12]=[C:7]([N:1]2[CH2:2][CH2:3][O:4][CH2:5][CH2:6]2)[N:8]=1. Given the reactants [N:1]1([C:7]2[N:8]=[C:9]([CH2:14][C:15]([O:17]CC)=O)[NH:10][C:11](=[O:13])[CH:12]=2)[CH2:6][CH2:5][O:4][CH2:3][CH2:2]1.[F:20][C:21]1[CH:27]=[CH:26][CH:25]=[CH:24][C:22]=1[NH2:23].CC(C)([O-])C.[K+], predict the reaction product. (5) Given the reactants [C:1]([O:5][C:6](=[O:15])[C:7]1[CH:12]=[CH:11][CH:10]=[C:9](C)[C:8]=1I)([CH3:4])([CH3:3])[CH3:2].[CH2:16](N(CC)CC)C.[CH3:23][C:24]1([CH3:31])[C:28]([CH3:30])([CH3:29])[O:27][BH:26][O:25]1, predict the reaction product. The product is: [C:1]([O:5][C:6](=[O:15])[C:7]1[CH:12]=[CH:11][C:10]([CH3:16])=[CH:9][C:8]=1[B:26]1[O:27][C:28]([CH3:30])([CH3:29])[C:24]([CH3:31])([CH3:23])[O:25]1)([CH3:2])([CH3:3])[CH3:4]. (6) The product is: [NH2:1][C:2]1[C:7]([C:8]2[N:12]=[C:11]([C:13]([NH2:20])=[O:14])[N:10]([CH3:18])[N:9]=2)=[C:6]([Cl:19])[N:5]=[CH:4][N:3]=1. Given the reactants [NH2:1][C:2]1[C:7]([C:8]2[N:12]=[C:11]([C:13](OCC)=[O:14])[N:10]([CH3:18])[N:9]=2)=[C:6]([Cl:19])[N:5]=[CH:4][N:3]=1.[NH3:20], predict the reaction product.